From a dataset of CYP2C19 inhibition data for predicting drug metabolism from PubChem BioAssay. Regression/Classification. Given a drug SMILES string, predict its absorption, distribution, metabolism, or excretion properties. Task type varies by dataset: regression for continuous measurements (e.g., permeability, clearance, half-life) or binary classification for categorical outcomes (e.g., BBB penetration, CYP inhibition). Dataset: cyp2c19_veith. (1) The molecule is CCC1C(=O)N=C(SCC(=O)Nc2ccc(C(=O)OC)cc2)NC1=O. The result is 1 (inhibitor). (2) The compound is COc1ccc(C(=O)N2CCC[C@@]3(CCN(Cc4ccncc4)C3)C2)cc1. The result is 0 (non-inhibitor). (3) The molecule is N#CCCn1c(=O)c(-c2cccs2)nc2cnc(Oc3ccccc3)nc21. The result is 0 (non-inhibitor). (4) The drug is CC(=O)c1cn(CC(=O)Nc2c(C)cccc2C)c2ccccc12. The result is 1 (inhibitor). (5) The result is 1 (inhibitor). The drug is CSc1nc2cc(S(=O)(=O)N3CCCCC3)ccc2s1.